Predict the reactants needed to synthesize the given product. From a dataset of Full USPTO retrosynthesis dataset with 1.9M reactions from patents (1976-2016). (1) Given the product [F:32][C:29]1[CH:30]=[C:31]2[C:26](=[CH:27][CH:28]=1)[N:25]=[C:24]([C:33]1[CH:38]=[CH:37][CH:36]=[CH:35][C:34]=1[OH:39])[N:23]=[C:22]2[N:1]1[CH2:5][CH2:4][C@@H:3]([NH:6][C:7](=[O:13])[O:8][C:9]([CH3:10])([CH3:12])[CH3:11])[CH2:2]1, predict the reactants needed to synthesize it. The reactants are: [NH:1]1[CH2:5][CH2:4][C@@H:3]([NH:6][C:7](=[O:13])[O:8][C:9]([CH3:12])([CH3:11])[CH3:10])[CH2:2]1.C(N(CC)CC)C.Cl[C:22]1[C:31]2[C:26](=[CH:27][CH:28]=[C:29]([F:32])[CH:30]=2)[N:25]=[C:24]([C:33]2[CH:38]=[CH:37][CH:36]=[CH:35][C:34]=2[OH:39])[N:23]=1. (2) Given the product [Br:13][C:9]1[CH:8]=[C:7]([N:6]2[C:2]3[N:1]=[CH:20][S:19][C:3]=3[C:4]([C:14]([O:16][CH2:17][CH3:18])=[O:15])=[N:5]2)[CH:12]=[CH:11][CH:10]=1, predict the reactants needed to synthesize it. The reactants are: [NH2:1][C:2]1[N:6]([C:7]2[CH:12]=[CH:11][CH:10]=[C:9]([Br:13])[CH:8]=2)[N:5]=[C:4]([C:14]([O:16][CH2:17][CH3:18])=[O:15])[C:3]=1[SH:19].[CH2:20](OC(OCC)OCC)C.B(F)(F)F.CCOCC. (3) The reactants are: Br[C:2]1[CH:7]=[C:6]([F:8])[C:5]([CH2:9][OH:10])=[C:4]([O:11][CH3:12])[CH:3]=1.[B:13]1([B:13]2[O:17][C:16]([CH3:19])([CH3:18])[C:15]([CH3:21])([CH3:20])[O:14]2)[O:17][C:16]([CH3:19])([CH3:18])[C:15]([CH3:21])([CH3:20])[O:14]1.C([O-])(=O)C.[K+]. Given the product [F:8][C:6]1[CH:7]=[C:2]([B:13]2[O:17][C:16]([CH3:19])([CH3:18])[C:15]([CH3:21])([CH3:20])[O:14]2)[CH:3]=[C:4]([O:11][CH3:12])[C:5]=1[CH2:9][OH:10], predict the reactants needed to synthesize it. (4) Given the product [F:1][C:2]1[CH:3]=[C:4]([CH:14]=[CH:15][CH:16]=1)[O:5][C:6]1[CH:13]=[CH:12][C:9]([CH2:10][NH2:11])=[CH:8][CH:7]=1, predict the reactants needed to synthesize it. The reactants are: [F:1][C:2]1[CH:3]=[C:4]([CH:14]=[CH:15][CH:16]=1)[O:5][C:6]1[CH:13]=[CH:12][C:9]([C:10]#[N:11])=[CH:8][CH:7]=1.[H-].[Al+3].[Li+].[H-].[H-].[H-].C1COCC1.[OH-].[Na+]. (5) The reactants are: [Cl:1][C:2]1[CH:3]=[CH:4][C:5]([F:10])=[C:6]([CH:9]=1)[CH2:7]Br.[CH2:11]([O:13][P:14]([O:18]CC)[O:15][CH2:16][CH3:17])[CH3:12]. Given the product [CH2:11]([O:13][P:14]([CH2:7][C:6]1[CH:9]=[C:2]([Cl:1])[CH:3]=[CH:4][C:5]=1[F:10])(=[O:18])[O:15][CH2:16][CH3:17])[CH3:12], predict the reactants needed to synthesize it. (6) Given the product [CH3:15][O:16][C:9](=[O:10])[C:5]1[CH:4]=[C:3]([O:2][CH3:1])[CH:14]=[CH:13][C:6]=1[S:7]([OH:12])(=[O:11])=[O:8], predict the reactants needed to synthesize it. The reactants are: [CH3:1][O:2][C:3]1[CH:14]=[CH:13][C:6]2[S:7](=[O:12])(=[O:11])[O:8][C:9](=[O:10])[C:5]=2[CH:4]=1.[CH3:15][OH:16]. (7) Given the product [OH:19][C:9]1[C:8]([C:6]([NH:20][CH2:21][C:22]([OH:24])=[O:23])=[O:7])=[N:13][C:12]([CH3:14])=[C:11]2[S:15][C:16]([CH3:18])=[CH:17][C:10]=12, predict the reactants needed to synthesize it. The reactants are: C(O[C:6]([C:8]1[C:9]([OH:19])=[C:10]2[CH:17]=[C:16]([CH3:18])[S:15][C:11]2=[C:12]([CH3:14])[N:13]=1)=[O:7])CCC.[NH2:20][CH2:21][C:22]([OH:24])=[O:23].